From a dataset of Forward reaction prediction with 1.9M reactions from USPTO patents (1976-2016). Predict the product of the given reaction. (1) Given the reactants [CH3:1][C:2]1[C:3]([C:7]([O:9][CH3:10])=[O:8])=[CH:4][S:5][CH:6]=1.C1C(=O)N([I:18])C(=O)C1.CCOC(C)=O, predict the reaction product. The product is: [I:18][C:6]1[S:5][CH:4]=[C:3]([C:7]([O:9][CH3:10])=[O:8])[C:2]=1[CH3:1]. (2) Given the reactants [CH:1]([C:4]1[CH:9]=[CH:8][C:7]([S:10]([C:13]2[CH:18]=[CH:17][CH:16]=[CH:15][CH:14]=2)(=[O:12])=[O:11])=[CH:6][C:5]=1[S:19](Cl)(=[O:21])=[O:20])([CH3:3])[CH3:2].Cl.[NH2:24][CH:25]1[CH2:30][CH2:29][N:28]([C:31]([C:33]2[CH:42]=[CH:41][C:40]3[C:35](=[CH:36][CH:37]=[CH:38][CH:39]=3)[CH:34]=2)=[O:32])[CH2:27][CH2:26]1.C(N(C(C)C)CC)(C)C, predict the reaction product. The product is: [CH:1]([C:4]1[CH:9]=[CH:8][C:7]([S:10]([C:13]2[CH:18]=[CH:17][CH:16]=[CH:15][CH:14]=2)(=[O:12])=[O:11])=[CH:6][C:5]=1[S:19]([NH:24][CH:25]1[CH2:30][CH2:29][N:28]([C:31]([C:33]2[CH:42]=[CH:41][C:40]3[C:35](=[CH:36][CH:37]=[CH:38][CH:39]=3)[CH:34]=2)=[O:32])[CH2:27][CH2:26]1)(=[O:21])=[O:20])([CH3:3])[CH3:2]. (3) Given the reactants [F:1][C:2]1[CH:7]=[CH:6][C:5]([F:8])=[CH:4][C:3]=1[NH:9][NH2:10].C[O-].[Na+].C(O[CH:17]=[CH:18][C:19]#[N:20])C, predict the reaction product. The product is: [F:1][C:2]1[CH:7]=[CH:6][C:5]([F:8])=[CH:4][C:3]=1[N:9]1[CH:17]=[CH:18][C:19]([NH2:20])=[N:10]1.